From a dataset of Catalyst prediction with 721,799 reactions and 888 catalyst types from USPTO. Predict which catalyst facilitates the given reaction. (1) Reactant: [CH3:1][O:2][C:3](=[O:28])[C:4]1[CH:9]=[C:8]([C:10]2[CH:15]=[C:14]([S:16][C:17]3[CH:22]=[CH:21][CH:20]=[C:19]([OH:23])[CH:18]=3)[N:13]=[C:12]([NH2:24])[N:11]=2)[C:7]([CH3:25])=[CH:6][C:5]=1[O:26][CH3:27].C(=O)([O-])[O-].[Cs+].[Cs+].CN(C)C=O.[C:40]([O:44][C:45](=[O:51])[NH:46][CH2:47][CH2:48][CH2:49]Br)([CH3:43])([CH3:42])[CH3:41]. Product: [CH3:1][O:2][C:3](=[O:28])[C:4]1[CH:9]=[C:8]([C:10]2[CH:15]=[C:14]([S:16][C:17]3[CH:22]=[CH:21][CH:20]=[C:19]([O:23][CH2:49][CH2:48][CH2:47][NH:46][C:45]([O:44][C:40]([CH3:41])([CH3:43])[CH3:42])=[O:51])[CH:18]=3)[N:13]=[C:12]([NH2:24])[N:11]=2)[C:7]([CH3:25])=[CH:6][C:5]=1[O:26][CH3:27]. The catalyst class is: 13. (2) Reactant: [F:1][C:2]1[CH:7]=[CH:6][C:5]([C:8]2[C:13](/[CH:14]=[CH:15]/C(O)=O)=[C:12]([CH:19]([CH3:21])[CH3:20])[N:11]=[C:10]([N:22]([CH3:27])[S:23]([CH3:26])(=[O:25])=[O:24])[N:9]=2)=[CH:4][CH:3]=1.[K+].[C:29]([O:35][CH3:36])(=[O:34])[CH2:30][C:31]([O-])=[O:32].[Cl-].[Mg+2].[Cl-].C(N(CC)CC)C. Product: [F:1][C:2]1[CH:7]=[CH:6][C:5]([C:8]2[C:13](/[CH:14]=[CH:15]/[C:31](=[O:32])[CH2:30][C:29]([O:35][CH3:36])=[O:34])=[C:12]([CH:19]([CH3:21])[CH3:20])[N:11]=[C:10]([N:22]([CH3:27])[S:23]([CH3:26])(=[O:25])=[O:24])[N:9]=2)=[CH:4][CH:3]=1. The catalyst class is: 54. (3) Reactant: [NH2:1][C:2]1[CH:11]=[CH:10][C:5]([C:6]([O:8]C)=[O:7])=[CH:4][C:3]=1[OH:12].[CH:13](=O)[C:14]1[CH:19]=[CH:18][CH:17]=[CH:16][CH:15]=1.C([O-])(=O)C.[Pb+4].C([O-])(=O)C.C([O-])(=O)C.C([O-])(=O)C.[OH-].[Na+]. Product: [C:14]1([C:13]2[O:12][C:3]3[CH:4]=[C:5]([C:6]([OH:8])=[O:7])[CH:10]=[CH:11][C:2]=3[N:1]=2)[CH:19]=[CH:18][CH:17]=[CH:16][CH:15]=1. The catalyst class is: 5. (4) Reactant: CCN=C=NCCCN(C)C.C1C=CC2N(O)N=NC=2C=1.C([O:26][CH2:27][CH2:28][O:29][NH2:30])(C)(C)C.[Br:31][C:32]1[CH:37]=[CH:36][C:35]([NH:38][C:39]2[C:47]([C:48](O)=[O:49])=[C:46]3[N:42]([CH2:43][CH:44]4[O:53][C:52]([CH3:55])([CH3:54])[O:51][CH:45]43)[C:41](=[O:56])[CH:40]=2)=[C:34]([F:57])[CH:33]=1. Product: [OH:26][CH2:27][CH2:28][O:29][NH:30][C:48]([C:47]1[C:39]([NH:38][C:35]2[CH:36]=[CH:37][C:32]([Br:31])=[CH:33][C:34]=2[F:57])=[CH:40][C:41](=[O:56])[N:42]2[C:46]=1[CH:45]1[O:51][C:52]([CH3:55])([CH3:54])[O:53][CH:44]1[CH2:43]2)=[O:49]. The catalyst class is: 85. (5) Reactant: C(OC([NH:8][NH:9][C:10](=[O:59])[CH2:11][C@H:12]1[CH2:17][C@H:16]([C:18]2[CH:23]=[CH:22][C:21]([CH2:24][O:25][CH2:26][C@@H:27]([CH3:31])[CH2:28][O:29][CH3:30])=[CH:20][CH:19]=2)[C@@H:15]([O:32][CH2:33][C:34]2[CH:35]=[CH:36][C:37]3[O:42][CH2:41][CH2:40][N:39]([CH2:43][CH2:44][CH2:45][O:46][CH3:47])[C:38]=3[CH:48]=2)[CH2:14][N:13]1[S:49]([C:52]1[CH:57]=[CH:56][C:55]([CH3:58])=[CH:54][CH:53]=1)(=[O:51])=[O:50])=O)(C)(C)C.FC(F)(F)C(O)=O.C([O-])(O)=O.[Na+]. Product: [CH3:30][O:29][CH2:28][C@H:27]([CH3:31])[CH2:26][O:25][CH2:24][C:21]1[CH:20]=[CH:19][C:18]([C@@H:16]2[C@@H:15]([O:32][CH2:33][C:34]3[CH:35]=[CH:36][C:37]4[O:42][CH2:41][CH2:40][N:39]([CH2:43][CH2:44][CH2:45][O:46][CH3:47])[C:38]=4[CH:48]=3)[CH2:14][N:13]([S:49]([C:52]3[CH:53]=[CH:54][C:55]([CH3:58])=[CH:56][CH:57]=3)(=[O:50])=[O:51])[C@@H:12]([CH2:11][C:10]([NH:9][NH2:8])=[O:59])[CH2:17]2)=[CH:23][CH:22]=1. The catalyst class is: 2.